Dataset: Forward reaction prediction with 1.9M reactions from USPTO patents (1976-2016). Task: Predict the product of the given reaction. (1) The product is: [CH3:1][C:2]1[C:3]([C:12]([O:14][CH2:20][CH3:21])=[O:13])=[CH:4][C:5]2[O:10][CH2:9][CH2:8][O:7][C:6]=2[CH:11]=1. Given the reactants [CH3:1][C:2]1[C:3]([C:12]([OH:14])=[O:13])=[CH:4][C:5]2[O:10][CH2:9][CH2:8][O:7][C:6]=2[CH:11]=1.S(Cl)(Cl)=O.Cl.[CH2:20](OCC)[CH3:21], predict the reaction product. (2) Given the reactants C(OC([N:8]1[CH2:13][CH:12]([C:14]2[CH:19]=[C:18]([F:20])[CH:17]=[C:16]([F:21])[CH:15]=2)[N:11]([CH2:22][C:23](O)=[O:24])[C:10](=[O:26])[CH:9]1[CH:27]1[CH2:32][CH2:31][O:30][CH2:29][CH2:28]1)=O)(C)(C)C.[NH2:33][C:34]1[CH:35]=[C:36]2[C:49](=[CH:50][CH:51]=1)[CH2:48][C@:38]1([C:46]3[C:41](=[N:42][CH:43]=[CH:44][CH:45]=3)[NH:40][C:39]1=[O:47])[CH2:37]2.Cl.C(N=C=NCCCN(C)C)C.C1C=CC2N(O)N=NC=2C=1, predict the reaction product. The product is: [F:20][C:18]1[CH:19]=[C:14]([CH:12]2[N:11]([CH2:22][C:23]([NH:33][C:34]3[CH:35]=[C:36]4[C:49](=[CH:50][CH:51]=3)[CH2:48][C@:38]3([C:46]5[C:41](=[N:42][CH:43]=[CH:44][CH:45]=5)[NH:40][C:39]3=[O:47])[CH2:37]4)=[O:24])[C:10](=[O:26])[CH:9]([CH:27]3[CH2:28][CH2:29][O:30][CH2:31][CH2:32]3)[NH:8][CH2:13]2)[CH:15]=[C:16]([F:21])[CH:17]=1. (3) Given the reactants [N+:1]([C:4]1[CH:9]=[CH:8][C:7]([S:10]([CH3:13])(=[NH:12])=[O:11])=[CH:6][CH:5]=1)([O-:3])=[O:2].[H-].[Na+].[N:16]1([C:22](Cl)=[O:23])[CH2:21][CH2:20][O:19][CH2:18][CH2:17]1, predict the reaction product. The product is: [N+:1]([C:4]1[CH:5]=[CH:6][C:7]([S:10]([CH3:13])(=[N:12][C:22]([N:16]2[CH2:21][CH2:20][O:19][CH2:18][CH2:17]2)=[O:23])=[O:11])=[CH:8][CH:9]=1)([O-:3])=[O:2].